Dataset: Reaction yield outcomes from USPTO patents with 853,638 reactions. Task: Predict the reaction yield, written as a fraction of the theoretical maximum amount of product (1.0 means a 100% yield; for example, 0.34 means a 34% yield). (1) The reactants are CCN(CC)CC.[SH:8][CH2:9][C:10]([OH:12])=[O:11].Cl[C:14]1[CH:19]=[CH:18][C:17]([N+:20]([O-:22])=[O:21])=[CH:16][C:15]=1[N+:23]([O-:25])=[O:24].O. The catalyst is O1CCOCC1. The product is [N+:20]([C:17]1[CH:16]=[C:15]([N+:23]([O-:25])=[O:24])[CH:14]=[CH:19][C:18]=1[S:8][CH2:9][C:10]([OH:12])=[O:11])([O-:22])=[O:21]. The yield is 0.740. (2) The reactants are [Cl:1][C:2]1[CH:3]=[C:4]([C:9]2[CH:14]=[C:13]([C:15]([F:18])([F:17])[F:16])[N:12]=[C:11]([N:19]3[CH:23]=[C:22](I)[N:21]=[CH:20]3)[N:10]=2)[CH:5]=[CH:6][C:7]=1[Cl:8].[Cl-].[Li+].C([Mg]Cl)(C)C.[CH2:32]([Sn:36](Cl)([CH2:41][CH2:42][CH2:43][CH3:44])[CH2:37][CH2:38][CH2:39][CH3:40])[CH2:33][CH2:34][CH3:35].[Cl-].[NH4+]. The catalyst is C1COCC1. The product is [Cl:1][C:2]1[CH:3]=[C:4]([C:9]2[CH:14]=[C:13]([C:15]([F:18])([F:17])[F:16])[N:12]=[C:11]([N:19]3[CH:23]=[C:22]([Sn:36]([CH2:37][CH2:38][CH2:39][CH3:40])([CH2:41][CH2:42][CH2:43][CH3:44])[CH2:32][CH2:33][CH2:34][CH3:35])[N:21]=[CH:20]3)[N:10]=2)[CH:5]=[CH:6][C:7]=1[Cl:8]. The yield is 0.240. (3) The product is [NH2:11][C:5]1[CH:4]=[CH:3][C:2]([F:1])=[CH:10][C:6]=1[C:7]([OH:9])=[O:8]. The catalyst is C(O)C.[Pd]. The reactants are [F:1][C:2]1[CH:3]=[CH:4][C:5]([N+:11]([O-])=O)=[C:6]([CH:10]=1)[C:7]([OH:9])=[O:8]. The yield is 0.980.